Dataset: Catalyst prediction with 721,799 reactions and 888 catalyst types from USPTO. Task: Predict which catalyst facilitates the given reaction. (1) Reactant: S(S([O-])=O)([O-])(=O)=O.[Na+].[Na+].[NH:10]1[C:18]2[C:13](=[CH:14][CH:15]=[CH:16][CH:17]=2)[C:12]([CH:19]=O)=[N:11]1.[CH3:21][C:22]1[C:27]([CH3:28])=[CH:26][C:25]([NH2:29])=[C:24]([NH2:30])[CH:23]=1. Product: [CH3:21][C:22]1[C:27]([CH3:28])=[CH:26][C:25]2[NH:29][C:19]([C:12]3[C:13]4[C:18](=[CH:17][CH:16]=[CH:15][CH:14]=4)[NH:10][N:11]=3)=[N:30][C:24]=2[CH:23]=1. The catalyst class is: 9. (2) Reactant: [CH2:1]([Li])[CH2:2][CH2:3][CH3:4].[CH2:6]=[CH:7][CH:8]1[O:10][CH2:9]1.[Cl-].[NH4+]. Product: [CH:7]([CH:8]([C:4]#[C:3][C:2]1[CH:1]=[CH:4][CH:3]=[CH:2][CH:1]=1)[CH2:9][OH:10])=[CH2:6]. The catalyst class is: 7. (3) Reactant: ClC(OC(Cl)C)=O.[C:8]([O-:11])([OH:10])=O.[Na+].[CH2:13]([O:15][C:16]([C:18]1[CH:19]2[N:43](C)[CH:23]([CH2:24][C:25]=1[C:26]1[CH:31]=[CH:30][C:29]([CH2:32][CH2:33][CH2:34][O:35][Si](C(C)(C)C)(C)C)=[CH:28][CH:27]=1)[CH2:22][N:21]([C:45]([O:47][C:48]([CH3:51])([CH3:50])[CH3:49])=[O:46])[CH2:20]2)=[O:17])[CH3:14].CCN(C(C)C)C(C)C.[CH3:61][C:62](OC(OC(O[C:62]([CH3:64])([CH3:63])[CH3:61])=O)=O)([CH3:64])[CH3:63]. Product: [CH2:13]([O:15][C:16]([C:18]1[CH:19]2[N:43]([C:8]([O:11][C:62]([CH3:64])([CH3:63])[CH3:61])=[O:10])[CH:23]([CH2:24][C:25]=1[C:26]1[CH:31]=[CH:30][C:29]([CH2:32][CH2:33][CH2:34][OH:35])=[CH:28][CH:27]=1)[CH2:22][N:21]([C:45]([O:47][C:48]([CH3:51])([CH3:49])[CH3:50])=[O:46])[CH2:20]2)=[O:17])[CH3:14]. The catalyst class is: 26. (4) Reactant: [C:1]([NH:4][CH:5]([C:7]1[CH:12]=[C:11]([CH3:13])[C:10]([Cl:14])=[CH:9][C:8]=1[CH:15]1[CH2:20][CH2:19][N:18]([C:21](OC(C)(C)C)=[O:22])[CH2:17][CH2:16]1)[CH3:6])(=[O:3])[CH3:2].Cl.[C:29]([N:33]1[CH2:37][C@@H:36]([C:38]2[CH:43]=[CH:42][C:41]([F:44])=[CH:40][C:39]=2[F:45])[C@H:35](C(O)=O)[CH2:34]1)([CH3:32])([CH3:31])[CH3:30].[CH3:49]N(C(ON1N=NC2C=CC=NC1=2)=[N+](C)C)C.F[P-](F)(F)(F)(F)F.C1C=NC2N(O)N=NC=2C=1.CCN(C(C)C)C(C)C. Product: [C:29]([N:33]1[CH2:37][C@@H:36]([C:38]2[CH:43]=[CH:42][C:41]([F:44])=[CH:40][C:39]=2[F:45])[C@H:35]([C:21]([N:18]2[CH2:19][CH2:20][CH:15]([C:8]3[CH:9]=[C:10]([Cl:14])[C:11]([CH3:13])=[CH:12][C:7]=3[CH:5]([NH:4][C:1](=[O:3])[CH3:2])[CH2:6][CH3:49])[CH2:16][CH2:17]2)=[O:22])[CH2:34]1)([CH3:32])([CH3:30])[CH3:31]. The catalyst class is: 269. (5) Reactant: Cl[C:2]1[C:11]2[C:6](=[CH:7][CH:8]=[CH:9][CH:10]=2)[C:5]([C:12]2[CH:21]=[CH:20][C:15]([C:16]([O:18][CH3:19])=[O:17])=[CH:14][CH:13]=2)=[N:4][N:3]=1.[Br:22][C:23]1[CH:24]=[C:25]([CH:27]=[C:28]([C:30]([F:33])([F:32])[F:31])[CH:29]=1)[NH2:26]. Product: [Br:22][C:23]1[CH:24]=[C:25]([NH:26][C:2]2[C:11]3[C:6](=[CH:7][CH:8]=[CH:9][CH:10]=3)[C:5]([C:12]3[CH:21]=[CH:20][C:15]([C:16]([O:18][CH3:19])=[O:17])=[CH:14][CH:13]=3)=[N:4][N:3]=2)[CH:27]=[C:28]([C:30]([F:32])([F:33])[F:31])[CH:29]=1. The catalyst class is: 8. (6) Reactant: [C:1]([Si:5](Cl)([CH3:7])[CH3:6])([CH3:4])([CH3:3])[CH3:2].Cl.[OH:10][C:11]1[CH:12]=[C:13]2[C:18](=[CH:19][CH:20]=1)[C:17]([CH3:22])([CH3:21])[NH:16][CH:15]([C:23]([O:25][CH3:26])=[O:24])[CH2:14]2.C([O-])([O-])=O.[K+].[K+].N1C=CN=C1. Product: [Si:5]([O:10][C:11]1[CH:12]=[C:13]2[C:18](=[CH:19][CH:20]=1)[C:17]([CH3:22])([CH3:21])[NH:16][CH:15]([C:23]([O:25][CH3:26])=[O:24])[CH2:14]2)([C:1]([CH3:4])([CH3:3])[CH3:2])([CH3:7])[CH3:6]. The catalyst class is: 34. (7) Reactant: CN(C)C=O.[N:6]1[CH:11]=[CH:10][CH:9]=[CH:8][C:7]=1[S:12]([CH:15]([NH:27][CH2:28][C:29]1[CH:34]=[CH:33][C:32]([C:35]2[S:36][CH:37]=[CH:38][N:39]=2)=[CH:31][CH:30]=1)[C:16]1[N:21]=[C:20]([NH:22][CH2:23][C:24]([OH:26])=[O:25])[CH:19]=[CH:18][CH:17]=1)(=[O:14])=[O:13].C(=O)([O-])[O-].[K+].[K+].CS(O[CH2:51][CH2:52][CH2:53][CH2:54][CH2:55][CH2:56][CH2:57][CH2:58][CH2:59][CH2:60][CH2:61][CH2:62][CH2:63][CH2:64][CH2:65][CH2:66][CH2:67][CH2:68][CH2:69][CH2:70][CH2:71][CH3:72])(=O)=O. Product: [CH2:72]([O:25][C:24](=[O:26])[CH2:23][NH:22][C:20]1[CH:19]=[CH:18][CH:17]=[C:16]([CH:15]([S:12]([C:7]2[CH:8]=[CH:9][CH:10]=[CH:11][N:6]=2)(=[O:14])=[O:13])[NH:27][CH2:28][C:29]2[CH:34]=[CH:33][C:32]([C:35]3[S:36][CH:37]=[CH:38][N:39]=3)=[CH:31][CH:30]=2)[N:21]=1)[CH2:71][CH2:70][CH2:69][CH2:68][CH2:67][CH2:66][CH2:65][CH2:64][CH2:63][CH2:62][CH2:61][CH2:60][CH2:59][CH2:58][CH2:57][CH2:56][CH2:55][CH2:54][CH2:53][CH2:52][CH3:51]. The catalyst class is: 6.